The task is: Predict the product of the given reaction.. This data is from Forward reaction prediction with 1.9M reactions from USPTO patents (1976-2016). (1) Given the reactants [NH2:1][CH2:2][C@H:3]1[O:7][N:6]=[C:5]([C:8]2[N:13]=[CH:12][C:11]([C:14]3[CH:19]=[CH:18][C:17]([N:20]4[CH2:24][C@H:23]([CH2:25][N:26]5[CH:30]=[CH:29][N:28]=[N:27]5)[O:22][C:21]4=[O:31])=[CH:16][C:15]=3[F:32])=[CH:10][CH:9]=2)[CH2:4]1.CN(C(ON1N=NC2C=CC=NC1=2)=[N+](C)C)C.F[P-](F)(F)(F)(F)F.[C:57]([NH:64][C@H:65]([C:67](O)=[O:68])[CH3:66])([O:59][C:60]([CH3:63])([CH3:62])[CH3:61])=[O:58].C(N(C(C)C)CC)(C)C, predict the reaction product. The product is: [F:32][C:15]1[CH:16]=[C:17]([N:20]2[CH2:24][C@H:23]([CH2:25][N:26]3[CH:30]=[CH:29][N:28]=[N:27]3)[O:22][C:21]2=[O:31])[CH:18]=[CH:19][C:14]=1[C:11]1[CH:10]=[CH:9][C:8]([C:5]2[CH2:4][C@@H:3]([CH2:2][NH:1][C:67](=[O:68])[C@@H:65]([NH:64][C:57](=[O:58])[O:59][C:60]([CH3:62])([CH3:61])[CH3:63])[CH3:66])[O:7][N:6]=2)=[N:13][CH:12]=1. (2) Given the reactants [OH:1][C:2]1[CH:7]=[CH:6][CH:5]=[CH:4][C:3]=1[N+:8]([O-:10])=[O:9].[H-].[Na+].Br[CH2:14][O:15][CH3:16].CN([CH:20]=[O:21])C, predict the reaction product. The product is: [CH3:14][O:15][CH2:16][O:1][C:2]1[CH:7]=[C:6]([O:21][CH3:20])[CH:5]=[CH:4][C:3]=1[N+:8]([O-:10])=[O:9]. (3) Given the reactants [C:1]([NH2:4])(=[S:3])[CH3:2].Br[CH2:6][C:7]([C:9]1[CH:14]=[CH:13][CH:12]=[CH:11][CH:10]=1)=O, predict the reaction product. The product is: [CH3:2][C:1]1[S:3][CH:6]=[C:7]([C:9]2[CH:14]=[CH:13][CH:12]=[CH:11][CH:10]=2)[N:4]=1.